Dataset: Forward reaction prediction with 1.9M reactions from USPTO patents (1976-2016). Task: Predict the product of the given reaction. (1) The product is: [NH2:30][C:31]1[N:36]=[CH:35][C:34]([C:2]2[N:3]=[C:4]([N:24]3[CH2:29][CH2:28][O:27][CH2:26][CH2:25]3)[C:5]3[N:11]=[CH:10][C:9]([CH2:12][N:13]4[CH2:18][CH2:17][N:16]([C:19](=[O:23])[CH:20]([OH:22])[CH3:21])[CH2:15][CH2:14]4)=[CH:8][C:6]=3[N:7]=2)=[CH:33][N:32]=1. Given the reactants Cl[C:2]1[N:3]=[C:4]([N:24]2[CH2:29][CH2:28][O:27][CH2:26][CH2:25]2)[C:5]2[N:11]=[CH:10][C:9]([CH2:12][N:13]3[CH2:18][CH2:17][N:16]([C:19](=[O:23])[CH:20]([OH:22])[CH3:21])[CH2:15][CH2:14]3)=[CH:8][C:6]=2[N:7]=1.[NH2:30][C:31]1[N:36]=[CH:35][C:34](B(O)O)=[CH:33][N:32]=1.C(=O)([O-])[O-].[Cs+].[Cs+].CN(C=O)C, predict the reaction product. (2) Given the reactants [CH3:1][C:2]1[CH:7]=[CH:6][C:5]([C:8]2[N:13]=[C:12]3[CH:14]=[N:15][NH:16][C:11]3=[CH:10][C:9]=2[C:17]2[CH:24]=[CH:23][C:20]([C:21]#[N:22])=[CH:19][CH:18]=2)=[CH:4][CH:3]=1.Br[CH2:26][CH:27]1[CH2:32][CH2:31][N:30]([C:33]([O:35][C:36]([CH3:39])([CH3:38])[CH3:37])=[O:34])[CH2:29][CH2:28]1.C(=O)([O-])[O-].[K+].[K+], predict the reaction product. The product is: [C:21]([C:20]1[CH:23]=[CH:24][C:17]([C:9]2[CH:10]=[C:11]3[N:16]([CH2:26][CH:27]4[CH2:32][CH2:31][N:30]([C:33]([O:35][C:36]([CH3:37])([CH3:39])[CH3:38])=[O:34])[CH2:29][CH2:28]4)[N:15]=[CH:14][C:12]3=[N:13][C:8]=2[C:5]2[CH:4]=[CH:3][C:2]([CH3:1])=[CH:7][CH:6]=2)=[CH:18][CH:19]=1)#[N:22]. (3) Given the reactants [N+]([O-])([O-])=O.[Bi+3].[N+]([O-])([O-])=O.[N+]([O-])([O-])=O.[CH3:14][CH2:15][CH2:16][CH3:17].[C:18]1(=[O:24])[O:23][C:21](=[O:22])[CH:20]=[CH:19]1, predict the reaction product. The product is: [C:21]1(=[O:22])[O:23][C:18](=[O:24])[C:19]2=[CH:14][CH:15]=[CH:16][CH:17]=[C:20]12. (4) Given the reactants O.ON1C2C=CC=CC=2N=N1.C(N(C(C)C)C(C)C)C.[F:21][C:22]([F:45])([F:44])[C:23]1[CH:28]=[CH:27][CH:26]=[CH:25][C:24]=1[S:29]([N:32]1[CH2:37][CH2:36][CH2:35][CH2:34][CH:33]1[CH2:38][CH2:39][CH2:40][C:41](O)=[O:42])(=[O:31])=[O:30].Cl.CN(C)CCCN=C=NCC.Cl.Cl.[N:60]1([CH2:65][CH2:66][O:67][C:68]2([C:74]3[CH:75]=[N:76][CH:77]=[CH:78][CH:79]=3)[CH2:73][CH2:72][NH:71][CH2:70][CH2:69]2)[CH2:64][CH2:63][CH2:62][CH2:61]1, predict the reaction product. The product is: [N:76]1[CH:77]=[CH:78][CH:79]=[C:74]([C:68]2([O:67][CH2:66][CH2:65][N:60]3[CH2:64][CH2:63][CH2:62][CH2:61]3)[CH2:73][CH2:72][N:71]([C:41](=[O:42])[CH2:40][CH2:39][CH2:38][CH:33]3[CH2:34][CH2:35][CH2:36][CH2:37][N:32]3[S:29]([C:24]3[CH:25]=[CH:26][CH:27]=[CH:28][C:23]=3[C:22]([F:21])([F:45])[F:44])(=[O:30])=[O:31])[CH2:70][CH2:69]2)[CH:75]=1. (5) Given the reactants [S:1]1[C:5]2[CH:6]=[CH:7][CH:8]=[CH:9][C:4]=2[N:3]=[C:2]1[NH:10][NH2:11].C[O:13][C:14](=O)[CH2:15][C:16]([C:18]1[CH:23]=[CH:22][CH:21]=[C:20]([C:24]([F:27])([F:26])[F:25])[CH:19]=1)=O, predict the reaction product. The product is: [S:1]1[C:5]2[CH:6]=[CH:7][CH:8]=[CH:9][C:4]=2[N:3]=[C:2]1[N:10]1[C:14](=[O:13])[CH:15]=[C:16]([C:18]2[CH:23]=[CH:22][CH:21]=[C:20]([C:24]([F:25])([F:26])[F:27])[CH:19]=2)[NH:11]1. (6) Given the reactants CCN(C(C)C)C(C)C.C1C=CC2N(O)N=NC=2C=1.[CH3:20][O:21][CH2:22][C:23]([OH:25])=O.CCN=C=NCCCN(C)C.Cl.[Cl:38][C:39]1[S:60][C:42]2[NH:43][C:44]([C:46]([NH:48][C@@H:49]3[CH2:57][C:56]4[C:51](=[CH:52][CH:53]=[CH:54][CH:55]=4)[C@H:50]3[NH:58][CH3:59])=[O:47])=[CH:45][C:41]=2[CH:40]=1, predict the reaction product. The product is: [Cl:38][C:39]1[S:60][C:42]2[NH:43][C:44]([C:46]([NH:48][C@@H:49]3[CH2:57][C:56]4[C:51](=[CH:52][CH:53]=[CH:54][CH:55]=4)[C@H:50]3[N:58]([C:23](=[O:25])[CH2:22][O:21][CH3:20])[CH3:59])=[O:47])=[CH:45][C:41]=2[CH:40]=1. (7) Given the reactants [NH:1]1[C:9]2[C:4](=[CH:5][CH:6]=[CH:7][CH:8]=2)[C:3]2([C:21]3[C:12](=[CH:13][C:14]4[O:19][CH2:18][CH2:17][O:16][C:15]=4[CH:20]=3)[O:11][CH2:10]2)[C:2]1=[O:22].N1C2C(=CC=CC=2)C2(COC3C=[C:37]4[C:41](=[CH:42][C:32]2=3)[CH2:40][CH2:39][O:38]4)C1=O, predict the reaction product. The product is: [O:38]1[CH2:37][CH2:41][CH2:42][CH2:32][CH:39]1[CH2:40][N:1]1[C:9]2[C:4](=[CH:5][CH:6]=[CH:7][CH:8]=2)[C:3]2([C:21]3[C:12](=[CH:13][C:14]4[O:19][CH2:18][CH2:17][O:16][C:15]=4[CH:20]=3)[O:11][CH2:10]2)[C:2]1=[O:22]. (8) Given the reactants [N+:1]([C:4]1[CH:9]=[CH:8][CH:7]=[CH:6][C:5]=1[NH:10][C@H:11]([C:17]([O:19]C)=O)[CH2:12][C:13]([O:15][CH3:16])=[O:14])([O-])=O.[H][H], predict the reaction product. The product is: [CH3:16][O:15][C:13](=[O:14])[CH2:12][CH:11]1[C:17](=[O:19])[NH:1][C:4]2[C:5](=[CH:6][CH:7]=[CH:8][CH:9]=2)[NH:10]1. (9) Given the reactants B(F)(F)F.C([NH:12][C@@H:13]([CH2:21][CH:22]1[CH2:27][CH2:26][CH2:25][CH2:24][CH2:23]1)[CH:14](O)[CH2:15][Si](C)(C)C)(OC(C)(C)C)=O.C(=O)([O-])[O-].[Na+].[Na+], predict the reaction product. The product is: [CH:22]1([CH2:21][C@H:13]([NH2:12])[CH:14]=[CH2:15])[CH2:27][CH2:26][CH2:25][CH2:24][CH2:23]1.